Predict the reactants needed to synthesize the given product. From a dataset of Full USPTO retrosynthesis dataset with 1.9M reactions from patents (1976-2016). (1) Given the product [Br:1][C:2]1[CH:3]=[C:4]2[C:10]([C:22]3[CH:21]=[CH:20][NH:19][N:18]=3)=[N:9][N:8]([CH:12]3[CH2:17][CH2:16][CH2:15][CH2:14][O:13]3)[C:5]2=[CH:6][N:7]=1, predict the reactants needed to synthesize it. The reactants are: [Br:1][C:2]1[CH:3]=[C:4]2[C:10](I)=[N:9][N:8]([CH:12]3[CH2:17][CH2:16][CH2:15][CH2:14][O:13]3)[C:5]2=[CH:6][N:7]=1.[NH:18]1[CH:22]=[CH:21][C:20](B(O)O)=[N:19]1.C([O-])(=O)C.[K+].O. (2) The reactants are: C([O:3][C:4]([C:6]1[CH:7]=[N:8][N:9]([C:11]2[N:20](COCC[Si](C)(C)C)[C:19](=[O:29])[C:18]3[C:13](=[CH:14][CH:15]=[C:16](I)[CH:17]=3)[N:12]=2)[CH:10]=1)=[O:5])C.[F:31][C:32]1[CH:33]=[C:34](B(O)O)[CH:35]=[CH:36][CH:37]=1. Given the product [F:31][C:32]1[CH:37]=[C:36]([C:16]2[CH:17]=[C:18]3[C:13](=[CH:14][CH:15]=2)[N:12]=[C:11]([N:9]2[CH:10]=[C:6]([C:4]([OH:3])=[O:5])[CH:7]=[N:8]2)[NH:20][C:19]3=[O:29])[CH:35]=[CH:34][CH:33]=1, predict the reactants needed to synthesize it. (3) Given the product [Cl:19][C:20]1[CH:33]=[CH:32][C:23]([CH2:24][NH:25][C:26](=[O:31])[C:27]([CH3:30])([CH3:29])[CH3:28])=[CH:22][C:21]=1[NH:34][C:35]1[NH:18][C:6]2[CH:5]=[C:4]([Cl:3])[C:9]([N:10]3[CH2:14][CH2:13][C:12]([F:16])([F:15])[CH2:11]3)=[CH:8][C:7]=2[N:17]=1, predict the reactants needed to synthesize it. The reactants are: Cl.Cl.[Cl:3][C:4]1[CH:5]=[C:6]([NH2:18])[C:7]([NH2:17])=[CH:8][C:9]=1[N:10]1[CH2:14][CH2:13][C:12]([F:16])([F:15])[CH2:11]1.[Cl:19][C:20]1[CH:33]=[CH:32][C:23]([CH2:24][NH:25][C:26](=[O:31])[C:27]([CH3:30])([CH3:29])[CH3:28])=[CH:22][C:21]=1[N:34]=[C:35]=S.CCN(C(C)C)C(C)C. (4) Given the product [OH:8][C:9]([C:12]1[O:16][N:15]=[C:14]([C:17]2[S:18][CH:19]=[C:20]([C:22]([OH:24])=[O:23])[N:21]=2)[N:13]=1)([CH3:11])[CH3:10], predict the reactants needed to synthesize it. The reactants are: FC(F)(F)C(O)=O.[OH:8][C:9]([C:12]1[O:16][N:15]=[C:14]([C:17]2[S:18][CH:19]=[C:20]([C:22]([O:24]C(C)(C)C)=[O:23])[N:21]=2)[N:13]=1)([CH3:11])[CH3:10]. (5) Given the product [Cl:27][C:28]1[CH:29]=[C:30]([CH:31]=[C:32]([Cl:34])[CH:33]=1)[O:35][C:2]1[N:7]=[CH:6][C:5]([C:8]2[C:20]([CH3:21])=[CH:19][C:11]([C:12]([NH:14][S:15]([CH3:18])(=[O:17])=[O:16])=[O:13])=[C:10]([F:22])[CH:9]=2)=[CH:4][C:3]=1[C:23]([F:24])([F:26])[F:25], predict the reactants needed to synthesize it. The reactants are: Cl[C:2]1[N:7]=[CH:6][C:5]([C:8]2[C:20]([CH3:21])=[CH:19][C:11]([C:12]([NH:14][S:15]([CH3:18])(=[O:17])=[O:16])=[O:13])=[C:10]([F:22])[CH:9]=2)=[CH:4][C:3]=1[C:23]([F:26])([F:25])[F:24].[Cl:27][C:28]1[CH:29]=[C:30]([OH:35])[CH:31]=[C:32]([Cl:34])[CH:33]=1.C([O-])([O-])=O.[Cs+].[Cs+].